From a dataset of Experimentally validated miRNA-target interactions with 360,000+ pairs, plus equal number of negative samples. Binary Classification. Given a miRNA mature sequence and a target amino acid sequence, predict their likelihood of interaction. (1) The miRNA is hsa-miR-3688-3p with sequence UAUGGAAAGACUUUGCCACUCU. The protein sequence of the target gene is MPEKRLTAEPPTITEEEFEDSLATDDFLVDYFNEFLSLPTFSEAIRFNADYGVFEVANDAPQFLEKQLKKILQNQQPRNPIYDVVRKGKNEVKPVQMNAPDEDETINVNYNIMCLSREEGIKWIKKERLPAFLESDCYFEYRLAKLVSQVRWSKSGMNFTVGSNFSPWIVKKPPSLPPPATEEDNLVIMKKFYVSLGEASYTQTKDWFALAKQSQQTVSTFSLPCCVPYNKLKSPAISSVSENFIFDDGVHPRTKKDPSKTNKLISEFEEEEGEEEEVSVSLQDTPSQALLRVYLEKKQD.... Result: 0 (no interaction). (2) The miRNA is hsa-miR-92a-3p with sequence UAUUGCACUUGUCCCGGCCUGU. The protein sequence of the target gene is MASNHKSSAARPVSRGGVGLTGRPPSGIRPLSGNIRVATAMPPGTARPGSRGCPIGTGGVLSSQIKVAHRPVTQQGLTGMKTGTKGPQRQILDKSYYLGLLRSKISELTTEVNKLQKGIEMYNQENSVYLSYEKRAETLAVEIKELQGQLADYNMLVDKLNTNTEMEEVMNDYNMLKAQNDRETQSLDVIFTERQAKEKQIRSVEEEIEQEKQATDDIIKNMSFENQVKYLEMKTTNEKLLQELDTLQQQLDSQNMKKESLEAEIAHSQVKQEAVLLHEKLYELESHRDQMIAEDKSIGS.... Result: 0 (no interaction). (3) The miRNA is mmu-miR-698-3p with sequence CAUUCUCGUUUCCUUCCCU. The protein sequence of the target gene is MEAAAQFFVESPDVVYGPEAIEAQYEYRTTRVSREGGVLKVHPTSTRFTFRTARQVPRLGVMLVGWGGNNGSTLTAAVLANRLRLSWPTRSGRKEANYYGSLTQAGTVSLGLDAEGQEVFVPFSAVLPMVAPNDLVFDGWDISSLNLAEAMRRAKVLDWGLQEQLWPHMEALRPRPSVYIPEFIAANQSARADNLIPGSRAQQLEQIRRDIRDFRSSAGLDKVIVLWTANTERFCEVIPGLNDTAENLLRTIELGLEVSPSTLFAVASILEGCAFLNGSPQNTLVPGALELAWQHRVFVG.... Result: 0 (no interaction). (4) The miRNA is hsa-miR-5589-3p with sequence UGCACAUGGCAACCUAGCUCCCA. The protein sequence of the target gene is MRSCFCVRRSRDPPPPQPPPPPPQRGTDQSTMPEVKDLSEALPETSMDPITGVGVVASRNRAPTGYDVVAQTADGVDADLWKDGLFKSKVTRYLCFTRSFSKENSHLGNVLVDMKLIDIKDTLPVGFIPIQETVDTQEVAFRKKRLCIKFIPRDSTEAAICDIRIMGRTKQAPPQYTFIGELNSMGIWYRMGRVPRNHDSSQPTTPSQSSAASTPAPNLPRHISLTLPATFRGRNSTRTDYEYQHSNLYAISAMDGVPFMISEKFSCVPESMQPFDLLGITIKSLAEIEKEYEYSFRTEQ.... Result: 1 (interaction). (5) The miRNA is rno-miR-181a-5p with sequence AACAUUCAACGCUGUCGGUGAGU. The protein sequence of the target gene is MTRKARRCLGHLFLSLGIVYLRIGGFSSVVALGASIICNKIPGLAPRQRAICQSRPDAIIVIGEGSQMGLDECQFQFRNGRWNCSALGERTVFGKELKVGSREAAFTYAIIAAGVAHAITAACTQGNLSDCGCDKEKQGQYHRDEGWKWGGCSADIRYGIGFAKVFVDAREIKQNARTLMNLHNNEAGRKILEENMKLECKCHGVSGSCTTKTCWTTLPQFRELGYVLKDKYNEAVHVEPVRASRNKRPTFLKIKKPLSYRKPMDTDLVYIEKSPNYCEEDPVTGSVGTQGRACNKTAPQ.... Result: 0 (no interaction).